From a dataset of Catalyst prediction with 721,799 reactions and 888 catalyst types from USPTO. Predict which catalyst facilitates the given reaction. Reactant: [C:1]([O:5][C:6]([N:8]1[CH2:12][CH2:11][CH:10]([C:13](=[S:15])[NH2:14])[CH2:9]1)=[O:7])([CH3:4])([CH3:3])[CH3:2].[Cl:16][CH2:17][C:18]([CH2:20]Cl)=O.[O-]S([O-])(=O)=O.[Mg+2]. Product: [C:1]([O:5][C:6]([N:8]1[CH2:12][CH2:11][CH:10]([C:13]2[S:15][CH:20]=[C:18]([CH2:17][Cl:16])[N:14]=2)[CH2:9]1)=[O:7])([CH3:4])([CH3:2])[CH3:3]. The catalyst class is: 21.